This data is from Catalyst prediction with 721,799 reactions and 888 catalyst types from USPTO. The task is: Predict which catalyst facilitates the given reaction. (1) Reactant: [O:1]=[C:2]1[C:7]([CH2:8][C:9]2[CH:14]=[CH:13][C:12]([C:15]3[C:16]([C:21]#[N:22])=[CH:17][CH:18]=[CH:19][CH:20]=3)=[CH:11][CH:10]=2)=[C:6]([CH2:23][CH2:24][CH3:25])[N:5]2[N:26]=[CH:27][N:28]=[C:4]2[NH:3]1.[CH3:29][CH:30]([O:32][C:33]1[CH:38]=[CH:37][C:36](B(O)O)=[CH:35][CH:34]=1)[CH3:31].C(N(CC)CC)C.N1C=CC=CC=1. Product: [CH3:29][CH:30]([O:32][C:33]1[CH:38]=[CH:37][C:36]([N:3]2[C:2](=[O:1])[C:7]([CH2:8][C:9]3[CH:10]=[CH:11][C:12]([C:15]4[C:16]([C:21]#[N:22])=[CH:17][CH:18]=[CH:19][CH:20]=4)=[CH:13][CH:14]=3)=[C:6]([CH2:23][CH2:24][CH3:25])[N:5]3[N:26]=[CH:27][N:28]=[C:4]23)=[CH:35][CH:34]=1)[CH3:31]. The catalyst class is: 560. (2) Reactant: F.N1C=CC=CC=1.[Si]([O:25][CH2:26][C@@H:27]([NH:48][C:49]([C:51]1[S:52][C:53]2[CH2:54][N:55]([CH3:60])[CH2:56][CH2:57][C:58]=2[N:59]=1)=[O:50])[C@H:28]([NH:35][C:36]([C:38]1[NH:39][C:40]2[C:45]([CH:46]=1)=[CH:44][C:43]([Cl:47])=[CH:42][CH:41]=2)=[O:37])[CH2:29][C:30]([O:32][CH2:33][CH3:34])=[O:31])(C(C)(C)C)(C1C=CC=CC=1)C1C=CC=CC=1. Product: [Cl:47][C:43]1[CH:44]=[C:45]2[C:40](=[CH:41][CH:42]=1)[NH:39][C:38]([C:36]([NH:35][C@@H:28]([C@H:27]([NH:48][C:49]([C:51]1[S:52][C:53]3[CH2:54][N:55]([CH3:60])[CH2:56][CH2:57][C:58]=3[N:59]=1)=[O:50])[CH2:26][OH:25])[CH2:29][C:30]([O:32][CH2:33][CH3:34])=[O:31])=[O:37])=[CH:46]2. The catalyst class is: 7. (3) Reactant: Cl[C:2]1[N:7]=[N:6][C:5]([N:8]2[CH2:13][CH2:12][CH:11]([N:14]3[CH2:20][CH2:19][C:18]4[CH:21]=[C:22]([O:25][CH3:26])[CH:23]=[CH:24][C:17]=4[NH:16][C:15]3=[O:27])[CH2:10][CH2:9]2)=[CH:4][C:3]=1[C:28]([C:30]1[CH:39]=[C:38]([CH3:40])[C:33]2[NH:34][C:35](=[O:37])[O:36][C:32]=2[CH:31]=1)=[O:29].[H][H]. Product: [OH:29][CH:28]([C:30]1[CH:39]=[C:38]([CH3:40])[C:33]2[NH:34][C:35](=[O:37])[O:36][C:32]=2[CH:31]=1)[C:3]1[CH:4]=[C:5]([N:8]2[CH2:13][CH2:12][CH:11]([N:14]3[CH2:20][CH2:19][C:18]4[CH:21]=[C:22]([O:25][CH3:26])[CH:23]=[CH:24][C:17]=4[NH:16][C:15]3=[O:27])[CH2:10][CH2:9]2)[N:6]=[N:7][CH:2]=1. The catalyst class is: 43.